From a dataset of Forward reaction prediction with 1.9M reactions from USPTO patents (1976-2016). Predict the product of the given reaction. Given the reactants Br[C:2]1[C:3]([NH2:9])=[N:4][CH:5]=[C:6]([Br:8])[N:7]=1.C(=O)([O-])[O-].[Na+].[Na+].[Cl:16][C:17]1[CH:22]=[CH:21][C:20](B(O)O)=[CH:19][CH:18]=1, predict the reaction product. The product is: [Br:8][C:6]1[N:7]=[C:2]([C:20]2[CH:21]=[CH:22][C:17]([Cl:16])=[CH:18][CH:19]=2)[C:3]([NH2:9])=[N:4][CH:5]=1.